From a dataset of Reaction yield outcomes from USPTO patents with 853,638 reactions. Predict the reaction yield, written as a fraction of the theoretical maximum amount of product (1.0 means a 100% yield; for example, 0.34 means a 34% yield). (1) The reactants are [F:1][C:2]1[CH:3]=[C:4]([NH:22][C:23](=[O:35])[C:24]([NH:26][CH2:27][CH2:28][C:29]2[CH:34]=[CH:33][CH:32]=[CH:31][CH:30]=2)=[O:25])[CH:5]=[CH:6][C:7]=1[O:8][C:9]1[C:18]2[C:13](=[CH:14][C:15]([OH:21])=[C:16]([O:19][CH3:20])[CH:17]=2)[N:12]=[CH:11][CH:10]=1.Cl.Cl[CH2:38][CH2:39][CH2:40][N:41]1[CH2:46][CH2:45][O:44][CH2:43][CH2:42]1.C(=O)([O-])[O-].[K+].[K+]. The catalyst is CN(C=O)C. The product is [F:1][C:2]1[CH:3]=[C:4]([NH:22][C:23](=[O:35])[C:24]([NH:26][CH2:27][CH2:28][C:29]2[CH:30]=[CH:31][CH:32]=[CH:33][CH:34]=2)=[O:25])[CH:5]=[CH:6][C:7]=1[O:8][C:9]1[C:18]2[C:13](=[CH:14][C:15]([O:21][CH2:38][CH2:39][CH2:40][N:41]3[CH2:46][CH2:45][O:44][CH2:43][CH2:42]3)=[C:16]([O:19][CH3:20])[CH:17]=2)[N:12]=[CH:11][CH:10]=1. The yield is 0.740. (2) The reactants are [F:1][C:2]1[C:29]([NH:30][S:31]([CH2:34][CH2:35][CH3:36])(=[O:33])=[O:32])=[CH:28][CH:27]=[C:26]([F:37])[C:3]=1[C:4]([NH:6][C:7]1[CH:8]=[C:9]2[C:15](I)=[CH:14][N:13](S(C3C=CC=CC=3)(=O)=O)[C:10]2=[N:11][CH:12]=1)=[O:5].[F:38][C:39]1[CH:40]=[C:41](B(O)O)[CH:42]=[CH:43][C:44]=1[F:45].C([O-])([O-])=O.[K+].[K+].C(#N)C. The catalyst is C1C=CC([P]([Pd]([P](C2C=CC=CC=2)(C2C=CC=CC=2)C2C=CC=CC=2)([P](C2C=CC=CC=2)(C2C=CC=CC=2)C2C=CC=CC=2)[P](C2C=CC=CC=2)(C2C=CC=CC=2)C2C=CC=CC=2)(C2C=CC=CC=2)C2C=CC=CC=2)=CC=1.O. The product is [F:38][C:39]1[CH:40]=[C:41]([C:15]2[C:9]3[C:10](=[N:11][CH:12]=[C:7]([NH:6][C:4](=[O:5])[C:3]4[C:26]([F:37])=[CH:27][CH:28]=[C:29]([NH:30][S:31]([CH2:34][CH2:35][CH3:36])(=[O:33])=[O:32])[C:2]=4[F:1])[CH:8]=3)[NH:13][CH:14]=2)[CH:42]=[CH:43][C:44]=1[F:45]. The yield is 0.440. (3) The reactants are [Cl:1][C:2]1[CH:10]=[CH:9][C:8](F)=[CH:7][C:3]=1[C:4]([NH2:6])=[O:5].C(=O)([O-])[O-].[K+].[K+].[NH:18]1[CH:22]=[N:21][CH:20]=[N:19]1. The catalyst is CS(C)=O.O. The product is [Cl:1][C:2]1[CH:10]=[CH:9][C:8]([N:18]2[CH:22]=[N:21][CH:20]=[N:19]2)=[CH:7][C:3]=1[C:4]([NH2:6])=[O:5]. The yield is 0.110. (4) The reactants are [CH3:1][C:2]1[NH:3][C:4]2[C:9]([C:10]=1[CH2:11][C:12]([OH:14])=[O:13])=[CH:8][CH:7]=[CH:6][CH:5]=2.Cl.[CH3:16]O. No catalyst specified. The product is [CH3:1][C:2]1[NH:3][C:4]2[C:9]([C:10]=1[CH2:11][C:12]([O:14][CH3:16])=[O:13])=[CH:8][CH:7]=[CH:6][CH:5]=2. The yield is 0.907. (5) The reactants are [NH2:1][C:2]1[N:32]=[C:5]2[CH:6]=[CH:7][C:8]([O:10][C:11]3[CH:12]=[C:13]([NH:18][C:19](=[O:31])[C:20]4[CH:25]=[CH:24][CH:23]=[C:22]([C:26]([C:29]#[N:30])([CH3:28])[CH3:27])[CH:21]=4)[CH:14]=[CH:15][C:16]=3[CH3:17])=[CH:9][N:4]2[N:3]=1.Cl[CH2:34][CH2:35][CH2:36][C:37](Cl)=[O:38].C(=O)([O-])O.[Na+].C(N(CC)CC)C.[CH3:52][N:53]1[CH2:58][CH2:57][NH:56][CH2:55][CH2:54]1. The catalyst is CN(C)C=O.O. The product is [C:29]([C:26]([C:22]1[CH:21]=[C:20]([CH:25]=[CH:24][CH:23]=1)[C:19]([NH:18][C:13]1[CH:14]=[CH:15][C:16]([CH3:17])=[C:11]([O:10][C:8]2[CH:7]=[CH:6][C:5]3[N:4]([N:3]=[C:2]([NH:1][C:37](=[O:38])[CH2:36][CH2:35][CH2:34][N:56]4[CH2:57][CH2:58][N:53]([CH3:52])[CH2:54][CH2:55]4)[N:32]=3)[CH:9]=2)[CH:12]=1)=[O:31])([CH3:28])[CH3:27])#[N:30]. The yield is 0.0600. (6) The reactants are [F:1][C:2]1[C:10]([N+:11]([O-:13])=[O:12])=[CH:9][C:8]([I:14])=[CH:7][C:3]=1[C:4]([OH:6])=[O:5].O=S(Cl)Cl.[CH3:19]O. No catalyst specified. The product is [CH3:19][O:5][C:4](=[O:6])[C:3]1[CH:7]=[C:8]([I:14])[CH:9]=[C:10]([N+:11]([O-:13])=[O:12])[C:2]=1[F:1]. The yield is 0.960. (7) The reactants are [CH3:1][O:2][C:3]([C@@H:5]([N:13]1[CH2:21][C:17]2[CH:18]=[CH:19][S:20][C:16]=2[CH2:15][CH2:14]1)[C:6]1[CH:7]=[CH:8][CH:9]=[CH:10][C:11]=1[Cl:12])=[O:4].CO.C[Si](C)(C)[Cl:26]. The catalyst is C1(C)C=CC=CC=1. The product is [CH3:1][O:2][C:3]([C@@H:5]([N:13]1[CH2:21][C:17]2[CH:18]=[CH:19][S:20][C:16]=2[CH2:15][CH2:14]1)[C:6]1[C:11]([Cl:12])=[CH:10][CH:9]=[CH:8][CH:7]=1)=[O:4].[ClH:26]. The yield is 0.871. (8) The reactants are [F:1][C:2]1[CH:20]=[CH:19][C:5]([C:6]([NH:8][CH2:9][C:10]2[CH:15]=[CH:14][CH:13]=[C:12]([N+:16]([O-:18])=[O:17])[CH:11]=2)=[O:7])=[C:4]([OH:21])[CH:3]=1.C([O-])([O-])=O.[K+].[K+].Br[CH2:29][C:30]([O:32][CH2:33][CH3:34])=[O:31].Cl. The catalyst is CC(C)=O.C(OCC)(=O)C. The product is [CH2:33]([O:32][C:30](=[O:31])[CH2:29][O:21][C:4]1[CH:3]=[C:2]([F:1])[CH:20]=[CH:19][C:5]=1[C:6](=[O:7])[NH:8][CH2:9][C:10]1[CH:15]=[CH:14][CH:13]=[C:12]([N+:16]([O-:18])=[O:17])[CH:11]=1)[CH3:34]. The yield is 0.930.